From a dataset of Drug-target binding data from BindingDB using IC50 measurements. Regression. Given a target protein amino acid sequence and a drug SMILES string, predict the binding affinity score between them. We predict pIC50 (pIC50 = -log10(IC50 in M); higher means more potent). Dataset: bindingdb_ic50. (1) The compound is CNC(=O)c1c(-c2ccc(F)cc2)oc2cc(N(C)S(C)(=O)=O)c(-c3cnc4ncn(-c5ccccc5F)c(=O)c4c3)cc12. The target protein sequence is APITAYSQQTRGLLGCIITSLTGRDKNQVEGEVQVVSTATQSFLATCVNGVCWTVYHGAGSKTLAAPKGPITQMYTNVDQDLVGWPKPPGARSLTPCTCGSSDLYLVTRHADVIPVRRRGDSRGSLLSPRPVSYLKGSSGGPLLCPFGHAVGIFRAAVCTRGVAKAVDFVPVESMETTMRSPVFTDNSSPPAVPQSFQVAHLHAPTGSGKSTKVPAAYAAQGYKVLVLNPSVAATLGFGAYMSKAHGIDPNIRTGVRTITTGAPVTYSTYGKFLADGGCSGGAYDIIICDECHSTDSTTILGIGTVLDQAETAGARLVVLATATPPGSVTVPHPNIEEVALSNTGEIPFYGKAIPIEAIRGGRHLIFCHSKKKCDELAAKLSGLGINAVAYYRGLDVSVIPTIGDVVVVATDALMTGYTGDFDSVIDCNTCVTQTVDFSLDPTFTIETTTVPQDAVSRSQRRGRTGRGRRGIYRFVTPGERPSGMFDSSVLCECYDAGCA.... The pIC50 is 8.6. (2) The small molecule is O=C(O)c1cnc2cc(OCc3cccc4ccccc34)ccc2c1O. The target protein (P00346) has sequence MLSALARPAGAALRRSFSTSXQNNAKVAVLGASGGIGQPLSLLLKNSPLVSRLTLYDIAHTPGVAADLSHIETRATVKGYLGPEQLPDCLKGCDVVVIPAGVPRKPGMTRDDLFNTNATIVATLTAACAQHCPDAMICIISNPVNSTIPITAEVFKKHGVYNPNKIFGVTTLDIVRANAFVAELKGLDPARVSVPVIGGHAGKTIIPLISQCTPKVDFPQDQLSTLTGRIQEAGTEVVKAKAGAGSATLSMAYAGARFVFSLVDAMNGKEGVVECSFVKSQETDCPYFSTPLLLGKKGIEKNLGIGKISPFEEKMIAEAIPELKASIKKGEEFVKNMK. The pIC50 is 4.9. (3) The drug is CCN(CC)c1nc2ccc(C(O)(c3ccc(C(F)(F)F)nc3)c3cncn3C)cc2c(Cl)c1Oc1ccccc1. The target protein sequence is STPEAPYASLTEIEHLVQSVCKSYRETCQLRLEDLLRQRSNIFSREEVTGYQRKSMWEMWERCAHHLTEAIQYVVEFAKRLSGFMELCQNDQIVLLKAGAMEVVLVRMCRAYNADNRTVFFEGKYGGMELFRALGCSELISSIFDFSHSLSALHFSEDEIALYTALVLINAHRPGLQEKRKVEQLQYNLELAFHHHLCKTHRQSILAKLPPKGKLRSLCSQHVERLQIFQHLHPIVVQAAFPPLFKELFSTETESPVGLSK. The pIC50 is 7.1. (4) The small molecule is COC(=O)c1cccc(Cn2c(Cl)c(C=NNC(=O)c3ccccc3Cl)sc2=O)c1. The target protein (Q15149) has sequence MVAGMLMPRDQLRAIYEVLFREGVMVAKKDRRPRSLHPHVPGVTNLQVMRAMASLRARGLVRETFAWCHFYWYLTNEGIAHLRQYLHLPPEIVPASLQRVRRPVAMVMPARRTPHVQAVQGPLGSPPKRGPLPTEEQRVYRRKELEEVSPETPVVPATTQRTLARPGPEPAPATDERDRVQKKTFTKWVNKHLIKAQRHISDLYEDLRDGHNLISLLEVLSGDSLPREKGRMRFHKLQNVQIALDYLRHRQVKLVNIRNDDIADGNPKLTLGLIWTIILHFQISDIQVSGQSEDMTAKEKLLLWSQRMVEGYQGLRCDNFTSSWRDGRLFNAIIHRHKPLLIDMNKVYRQTNLENLDQAFSVAERDLGVTRLLDPEDVDVPQPDEKSIITYVSSLYDAMPRVPDVQDGVRANELQLRWQEYRELVLLLLQWMRHHTAAFEERRFPSSFEEIEILWSQFLKFKEMELPAKEADKNRSKGIYQSLEGAVQAGQLKVPPGYHP.... The pIC50 is 4.7. (5) The small molecule is N#Cc1ccc2nc(-c3cccc(Oc4ccccc4)c3)cc(-c3ccccc3)c2c1. The target protein (P20831) has sequence MAELPQSRINERNITSEMRESFLDYAMSVIVARALPDVRDGLKPVHRRILYGLNEQGMTPDKSYKKSARIVGDVMGKYHPHGDSSIYEAMVRMAQDFSYRYPLVDGQGNFGSMDGDGAAAMRYTEARMTKITLELLRDINKDTIDFIDNYDGNEREPSVLPARFPNLLANGASGIAVGMATNIPPHNLTELINGVLSLSKNPDISIAELMEDIEGPDFPTAGLILGKSGIRRAYETGRGSIQMRSRAVIEERGGGRQRIVVTEIPFQVNKARMIEKIAELVRDKKIDGITDLRDETSLRTGVRVVIDVRKDANASVILNNLYKQTPLQTSFGVNMIALVNGRPKLINLKEALVHYLEHQKTVVRRRTQYNLRKAKDRAHILEGLRIALDHIDEIISTIRESDTDKVAMESLQQRFKLSEKQAQAILDMRLRRLTGLERDKIEAEYNELLNYISELEAILADEEVLLQLVRDELTEIRDRFGDDRRTEIQLGGFEDLEDED.... The pIC50 is 6.3. (6) The drug is C[C@@H]1CCN(C(=O)CC#N)C[C@@H]1N(C)c1ncnc2[nH]ccc12. The target protein (Q62137) has sequence MAPPSEETPLIPQRSCSLSSSEAGALHVLLPPRGPGPPQRLSFSFGDYLAEDLCVRAAKACGILPVYHSLFALATEDFSCWFPPSHIFCIEDVDTQVLVYRLRFYFPDWFGLETCHRFGLRKDLTSAILDLHVLEHLFAQHRSDLVSGRLPVGLSMKEQGEFLSLAVLDLAQMAREQAQRPGELLKTVSYKACLPPSLRDVIQGQNFVTRRRIRRTVVLALRRVVACQADRYALMAKYILDLERLHPAATTETFRVGLPGAQEEPGLLRVAGDNGISWSSGDQELFQTFCDFPEIVDVSIKQAPRVGPAGEHRLVTVTRMDGHILEAEFPGLPEALSFVALVDGYFRLICDSRHYFCKEVAPPRLLEEEAELCHGPITLDFAIHKLKAAGSLPGTYILRRSPQDYDSFLLTACVQTPLGPDYKGCLIRQDPSGAFSLVGLSQPHRSLRELLAACWNSGLRVDGAALNLTSCCAPRPKEKSNLIVVRRGCTPAPAPGCSPS.... The pIC50 is 6.8. (7) The compound is CO/C(=C\C=C\c1cc2cc(Cl)c(Cl)cc2[nH]1)C(=O)NC1C[C@@H]2CC[C@H](C1)N2C. The target protein (P15313) has sequence MAMEIDSRPGGLPGSSCNLGAAREHMQAVTRNYITHPRVTYRTVCSVNGPLVVLDRVKFAQYAEIVHFTLPDGTQRSGQVLEVAGTKAIVQVFEGTSGIDARKTTCEFTGDILRTPVSEDMLGRVFNGSGKPIDKGPVVMAEDFLDINGQPINPHSRIYPEEMIQTGISPIDVMNSIARGQKIPIFSAAGLPHNEIAAQICRQAGLVKKSKAVLDYHDDNFAIVFAAMGVNMETARFFKSDFEQNGTMGNVCLFLNLANDPTIERIITPRLALTTAEFLAYQCEKHVLVILTDMSSYAEALREVSAAREEVPGRRGFPGYMYTDLATIYERAGRVEGRGGSITQIPILTMPNDDITHPIPDLTGFITEGQIYVDRQLHNRQIYPPINVLPSLSRLMKSAIGEGMTRKDHGDVSNQLYACYAIGKDVQAMKAVVGEEALTSEDLLYLEFLQKFEKNFINQGPYENRSVFESLDLGWKLLRIFPKEMLKRIPQAVIDEFYSR.... The pIC50 is 5.9. (8) The drug is CN(C)c1ccc2nc3ccc(=[N+](C)C)cc-3sc2c1. The target protein sequence is MNSVIFRAHCFFQPLRRCFSTKKGYDVIVIGGGPGGYVCSIRCAQNKLNVLNVNEDKKLGGTCLNRGCIPSKSLLHISHNYYEAKTRFKECGILVDNVKLDIETMHKHKNKCMGNLSDGINFLYKKNNVNHIIGHGSLVDEHTVLIKTEKEEKKVTAERIVIATGSKPIEIPLKKLNDNNFNDADNVNDILEYDHEIIQNSDDILNFKKVPHNISIIGGGVIGLEIGSVFSKLGSDVTVFEYNERLCGFLDADVSKVLQKTLEKIKMKFVFNTSVIGGNIENNQAALFAKNKKTNEIKKTTSEIVLICIGRKANFDNLNLHLLNIELNKNKKIPVDEYFNVIAQPTIKAIGDAIDGPMLAHKAEEEGYLLANILFDELKNNKKKKAHINYDLVPSVIYTHPEVATVGYNEAKCKELNMNFKSVSFPFAANSRSRTIDDYDGLIKLIVEKDTNRILGSQIIGNNASDLILPLSIYVANNGSSKSLSKIIYAHPTFSEVIKE.... The pIC50 is 3.0. (9) The drug is CCCc1nc(C)c2c(=O)[nH]c(-c3cc(S(=O)(=O)N4CCN(CC)CC4)ccc3OCC)nn12. The target protein sequence is MGSSHHHHHHSSGLVPRGSHMTEQEDVLAKELEDVNKWGLHVFRIAELSGNRPLTVIMHTIFQERDLLKTFKIPVDTLITYLMTLEDHYHADVAYHNNIHAADVVQSTHVLLSTPALEAVFTDLEILAAIFASAIHDVDHPGVSNQFLINTNSELALMYNDSSVLENHHLAVGFKLLQEENCDIFQNLTKKQRQSLRKMVIDIVLATDMSKHMNLLADLKTMVETKKVTSSGVLLLDNYSDRIQVLQNMVHCADLSNPTKPLQLYRQWTDRIMEEFFRQGDRERERGMEISPMCDKHNASVEKSQVGFIDYIVHPLWETWADLVHPDAQDILDTLEDNREWYQSTIPQS. The pIC50 is 5.4. (10) The small molecule is CC(C)[C@H](NC(=O)c1ccc(N)c(NC(=O)[C@@H](N)CCc2ccccc2)c1)C(=O)OCc1ccccc1. The target protein (Q6P179) has sequence MFHSSAMVNSHRKPMFNIHRGFYCLTAILPQICICSQFSVPSSYHFTEDPGAFPVATNGERFPWQELRLPSVVIPLHYDLFVHPNLTSLDFVASEKIEVLVSNATQFIILHSKDLEITNATLQSEEDSRYMKPGKELKVLSYPAHEQIALLVPEKLTPHLKYYVAMDFQAKLGDGFEGFYKSTYRTLGGETRILAVTDFEPTQARMAFPCFDEPLFKANFSIKIRRESRHIALSNMPKVKTIELEGGLLEDHFETTVKMSTYLVAYIVCDFHSLSGFTSSGVKVSIYASPDKRNQTHYALQASLKLLDFYEKYFDIYYPLSKLDLIAIPDFAPGAMENWGLITYRETSLLFDPKTSSASDKLWVTRVIAHELAHQWFGNLVTMEWWNDIWLKEGFAKYMELIAVNATYPELQFDDYFLNVCFEVITKDSLNSSRPISKPAETPTQIQEMFDEVSYNKGACILNMLKDFLGEEKFQKGIIQYLKKFSYRNAKNDDLWSSLS.... The pIC50 is 4.9.